Dataset: Catalyst prediction with 721,799 reactions and 888 catalyst types from USPTO. Task: Predict which catalyst facilitates the given reaction. Reactant: O.[OH-].[Li+].C[O:5][C:6]([CH:8]1[CH2:12][C:11](=[O:13])[N:10]([CH:14]2[CH2:19][CH:18]([CH3:20])[CH2:17][CH2:16][CH:15]2[CH:21]([CH3:23])[CH3:22])[CH2:9]1)=[O:7]. Product: [CH:21]([CH:15]1[CH2:16][CH2:17][CH:18]([CH3:20])[CH2:19][CH:14]1[N:10]1[C:11](=[O:13])[CH2:12][CH:8]([C:6]([OH:7])=[O:5])[CH2:9]1)([CH3:22])[CH3:23]. The catalyst class is: 7.